The task is: Predict the product of the given reaction.. This data is from Forward reaction prediction with 1.9M reactions from USPTO patents (1976-2016). (1) Given the reactants [Cl-].[Al+3].[Cl-].[Cl-].O.[CH2:6]([O:8][C:9](=[O:54])[C:10]([CH3:53])([CH3:52])[CH2:11][C:12]1[N:13]([CH2:37][C:38]2[CH:43]=[CH:42][C:41]([C:44]3[CH:45]=[N:46][C:47]([O:50][CH3:51])=[CH:48][CH:49]=3)=[CH:40][CH:39]=2)[C:14]2[C:19]([C:20]=1SC(C)(C)C)=[CH:18][C:17]([O:26][CH2:27][C:28]1[S:29][C:30]3[CH:36]=[CH:35][CH:34]=[CH:33][C:31]=3[N:32]=1)=[CH:16][CH:15]=2)[CH3:7], predict the reaction product. The product is: [CH2:6]([O:8][C:9](=[O:54])[C:10]([CH3:53])([CH3:52])[CH2:11][C:12]1[N:13]([CH2:37][C:38]2[CH:43]=[CH:42][C:41]([C:44]3[CH:45]=[N:46][C:47]([O:50][CH3:51])=[CH:48][CH:49]=3)=[CH:40][CH:39]=2)[C:14]2[C:19]([CH:20]=1)=[CH:18][C:17]([O:26][CH2:27][C:28]1[S:29][C:30]3[CH:36]=[CH:35][CH:34]=[CH:33][C:31]=3[N:32]=1)=[CH:16][CH:15]=2)[CH3:7]. (2) Given the reactants FC(F)(F)C(O)=O.C(OC([N:15]1[CH2:19][C@H:18]2[N:20]([C:24](=[O:35])[C:25]3[CH:30]=[CH:29][CH:28]=[C:27]([S:31]([CH3:34])(=[O:33])=[O:32])[CH:26]=3)[CH2:21][C:22](=[O:23])[C@H:17]2[N:16]1[C:36](=[O:59])[C@@H:37]([NH:42][C:43](=[O:58])[C:44]1[CH:49]=[CH:48][C:47]([NH:50]C(OC(C)(C)C)=O)=[CH:46][CH:45]=1)[CH2:38][CH:39]([CH3:41])[CH3:40])=O)(C)(C)C.C(=O)([O-])O.[Na+], predict the reaction product. The product is: [NH2:50][C:47]1[CH:48]=[CH:49][C:44]([C:43]([NH:42][C@H:37]([C:36]([N:16]2[C@@H:17]3[C:22](=[O:23])[CH2:21][N:20]([C:24](=[O:35])[C:25]4[CH:30]=[CH:29][CH:28]=[C:27]([S:31]([CH3:34])(=[O:33])=[O:32])[CH:26]=4)[C@@H:18]3[CH2:19][NH:15]2)=[O:59])[CH2:38][CH:39]([CH3:41])[CH3:40])=[O:58])=[CH:45][CH:46]=1. (3) Given the reactants Cl[C:2]1[C:3]2[N:15]=[C:14]([Cl:16])[CH:13]=[CH:12][C:4]=2[N:5]=[C:6]([NH:8]C(=O)C)[N:7]=1.[CH2:17]([OH:19])[CH3:18], predict the reaction product. The product is: [Cl:16][C:14]1[CH:13]=[CH:12][C:4]2[N:5]=[C:6]([NH2:8])[N:7]=[C:2]([O:19][CH2:17][CH3:18])[C:3]=2[N:15]=1. (4) Given the reactants [H-].[Na+].[Cl:3][C:4]1[CH:5]=[C:6]([CH2:11][C:12]#[N:13])[CH:7]=[CH:8][C:9]=1[Cl:10].Br[CH2:15][CH2:16][CH:17](Br)[CH3:18], predict the reaction product. The product is: [Cl:3][C:4]1[CH:5]=[C:6]([C:11]2([C:12]#[N:13])[CH2:18][CH2:17][CH2:16][CH2:15]2)[CH:7]=[CH:8][C:9]=1[Cl:10].